Dataset: Reaction yield outcomes from USPTO patents with 853,638 reactions. Task: Predict the reaction yield, written as a fraction of the theoretical maximum amount of product (1.0 means a 100% yield; for example, 0.34 means a 34% yield). (1) The yield is 0.510. The catalyst is COCCOCCOC. The product is [NH2:30][C:4]1[CH:5]=[C:6]([CH:28]=[CH:29][C:3]=1[C:1]#[N:2])[C:7]([NH:9][C:10]1[C:15]([CH3:16])=[CH:14][C:13]([C:17]([F:26])([C:22]([F:23])([F:24])[F:25])[C:18]([F:19])([F:20])[F:21])=[CH:12][C:11]=1[CH3:27])=[O:8]. The reactants are [C:1]([C:3]1[CH:29]=[CH:28][C:6]([C:7]([NH:9][C:10]2[C:15]([CH3:16])=[CH:14][C:13]([C:17]([F:26])([C:22]([F:25])([F:24])[F:23])[C:18]([F:21])([F:20])[F:19])=[CH:12][C:11]=2[CH3:27])=[O:8])=[CH:5][C:4]=1[N+:30]([O-])=O)#[N:2].[Sn](Cl)(Cl)(Cl)Cl.Cl.[OH-].[Na+]. (2) The reactants are [CH3:1][C:2]1[C:7]([CH3:9])([CH3:8])[C:6](=[O:10])[CH2:5][C:4]([CH3:12])([CH3:11])[C:3]=1[C:13]([O:15][CH3:16])=[O:14].[Li+].[CH3:18]C([N-]C(C)C)C.[Li]CCCC.N(C(C)C)C(C)C.CI.[NH4+].[Cl-]. The catalyst is C1COCC1. The product is [CH3:1][C:2]1[C:7]([CH3:8])([CH3:9])[C:6](=[O:10])[CH:5]([CH3:18])[C:4]([CH3:11])([CH3:12])[C:3]=1[C:13]([O:15][CH3:16])=[O:14]. The yield is 0.780. (3) The reactants are C([O:8][C:9]([C@H:11]1[CH2:15][CH2:14][CH2:13][N:12]1[C:16](=[O:38])[CH2:17][CH2:18][CH2:19][CH2:20][C:21]([N:23]1[CH2:27][CH2:26][CH2:25][C@@H:24]1[C:28]([O:30]CC1C=CC=CC=1)=[O:29])=[O:22])=[O:10])C1C=CC=CC=1. The catalyst is CO.[Pd]. The product is [C:28]([C@H:24]1[CH2:25][CH2:26][CH2:27][N:23]1[C:21](=[O:22])[CH2:20][CH2:19][CH2:18][CH2:17][C:16]([N:12]1[CH2:13][CH2:14][CH2:15][C@@H:11]1[C:9]([OH:10])=[O:8])=[O:38])([OH:30])=[O:29]. The yield is 0.590. (4) The reactants are [Cl:1][C:2]1[S:6][C:5]([C:7]([OH:9])=O)=[CH:4][C:3]=1[C:10]1[N:14]([CH3:15])[N:13]=[CH:12][C:11]=1[Cl:16].C(N(CC)C(C)C)(C)C.[NH2:26][C@@H:27]([CH2:40][CH:41]1[CH2:46][CH2:45][CH2:44][CH2:43][CH2:42]1)[CH2:28][N:29]1[C:37](=[O:38])[C:36]2[C:31](=[CH:32][CH:33]=[CH:34][CH:35]=2)[C:30]1=[O:39].CC(OC(N[C@H](C(O)=O)CC1C=CC=CC=1C(F)(F)F)=O)(C)C.F[P-](F)(F)(F)(F)F.Br[P+](N1CCCC1)(N1CCCC1)N1CCCC1. The catalyst is C(Cl)Cl. The product is [Cl:1][C:2]1[S:6][C:5]([C:7]([NH:26][C@H:27]([CH2:28][N:29]2[C:37](=[O:38])[C:36]3[C:31](=[CH:32][CH:33]=[CH:34][CH:35]=3)[C:30]2=[O:39])[CH2:40][CH:41]2[CH2:46][CH2:45][CH2:44][CH2:43][CH2:42]2)=[O:9])=[CH:4][C:3]=1[C:10]1[N:14]([CH3:15])[N:13]=[CH:12][C:11]=1[Cl:16]. The yield is 0.710. (5) The reactants are [CH3:1][C:2]1[C:10]2[C:5](=[CH:6][CH:7]=[C:8]([N:11](C(OC(C)(C)C)=O)[NH:12]C(OC(C)(C)C)=O)[CH:9]=2)[CH2:4][CH:3]=1.[C:27]([O:33]CC)(=O)[CH2:28][C:29]([CH3:31])=O.Cl. The catalyst is C(O)C.O. The product is [CH3:31][C:29]1[CH2:28][C:27](=[O:33])[N:11]([C:8]2[CH:9]=[C:10]3[C:5](=[CH:6][CH:7]=2)[CH2:4][CH2:3][CH:2]3[CH3:1])[N:12]=1. The yield is 0.156. (6) The reactants are [Si](OC[C@@H](N)C(C)=C)(C(C)(C)C)(C)[CH3:2].BrCC(N(OC)C)=O.[Si:23]([O:30][CH2:31][C@@H:32]([N:35]([CH2:43][C:44]([N:46]([O:48][CH3:49])[CH3:47])=[O:45])[C:36](=[O:42])[O:37][C:38]([CH3:41])([CH3:40])[CH3:39])[CH:33]=[CH2:34])([C:26]([CH3:29])([CH3:28])[CH3:27])([CH3:25])[CH3:24]. No catalyst specified. The product is [Si:23]([O:30][CH2:31][C@@H:32]([N:35]([CH2:43][C:44]([N:46]([O:48][CH3:49])[CH3:47])=[O:45])[C:36](=[O:42])[O:37][C:38]([CH3:39])([CH3:40])[CH3:41])[C:33]([CH3:2])=[CH2:34])([C:26]([CH3:27])([CH3:28])[CH3:29])([CH3:24])[CH3:25]. The yield is 0.390. (7) The reactants are [Br:1][C:2]1[CH:3]=[C:4]2[C:9](=[CH:10][CH:11]=1)[N:8]=[CH:7][C:6]([C:12]([CH:14]1[CH2:16][CH2:15]1)=[O:13])=[C:5]2Cl.[NH2:18][C:19]1[CH:20]=[CH:21][C:22]([N:25]2[CH2:30][CH2:29][N:28]([C:31]([O:33][C:34]([CH3:37])([CH3:36])[CH3:35])=[O:32])[CH2:27][CH2:26]2)=[N:23][CH:24]=1. No catalyst specified. The product is [Br:1][C:2]1[CH:3]=[C:4]2[C:9](=[CH:10][CH:11]=1)[N:8]=[CH:7][C:6]([C:12]([CH:14]1[CH2:16][CH2:15]1)=[O:13])=[C:5]2[NH:18][C:19]1[CH:20]=[CH:21][C:22]([N:25]2[CH2:30][CH2:29][N:28]([C:31]([O:33][C:34]([CH3:37])([CH3:36])[CH3:35])=[O:32])[CH2:27][CH2:26]2)=[N:23][CH:24]=1. The yield is 0.800.